This data is from Forward reaction prediction with 1.9M reactions from USPTO patents (1976-2016). The task is: Predict the product of the given reaction. (1) Given the reactants [F:1][C:2]1[C:3]([O:21][CH3:22])=[C:4]2[CH:10]=[CH:9][N:8]([S:11]([C:14]3[CH:20]=[CH:19][C:17]([CH3:18])=[CH:16][CH:15]=3)(=[O:13])=[O:12])[C:5]2=[N:6][CH:7]=1.[Br:23]Br, predict the reaction product. The product is: [F:1][C:2]1[C:3]([O:21][CH3:22])=[C:4]2[C:10]([Br:23])=[CH:9][N:8]([S:11]([C:14]3[CH:20]=[CH:19][C:17]([CH3:18])=[CH:16][CH:15]=3)(=[O:13])=[O:12])[C:5]2=[N:6][CH:7]=1. (2) Given the reactants [OH:1][C:2]1[CH:10]=[CH:9][C:5]([C:6]([OH:8])=O)=[CH:4][N:3]=1.Cl.C(N=C=NCCCN(C)C)C.O.ON1C2C=CC=CC=2N=N1.[NH2:34][CH2:35][CH2:36][NH:37][C:38](=[O:44])[O:39][C:40]([CH3:43])([CH3:42])[CH3:41], predict the reaction product. The product is: [OH:1][C:2]1[N:3]=[CH:4][C:5]([C:6]([NH:34][CH2:35][CH2:36][NH:37][C:38](=[O:44])[O:39][C:40]([CH3:42])([CH3:41])[CH3:43])=[O:8])=[CH:9][CH:10]=1. (3) Given the reactants [CH2:1]([O:3][C:4](=[O:8])[C@H:5]([CH3:7])[NH2:6])[CH3:2].[CH2:9]1[CH2:15][S:12](=[O:14])(=[O:13])[O:11][CH2:10]1, predict the reaction product. The product is: [CH2:1]([O:3][C:4](=[O:8])[C@@H:5]([NH:6][CH2:10][CH2:9][CH2:15][S:12]([OH:14])(=[O:13])=[O:11])[CH3:7])[CH3:2]. (4) Given the reactants C([O:4][C:5]1[C:10]([O:11][CH2:12][CH:13]=[CH2:14])=[C:9]([O:15][CH3:16])[CH:8]=[CH:7][C:6]=1[C:17](=[O:27])[CH2:18][C:19]1[C:24]([Cl:25])=[CH:23][N:22]=[CH:21][C:20]=1[Cl:26])C=C.C([O-])([O-])=O.[K+].[K+], predict the reaction product. The product is: [CH2:12]([O:11][C:10]1[C:5]([OH:4])=[C:6]([C:17](=[O:27])[CH2:18][C:19]2[C:24]([Cl:25])=[CH:23][N:22]=[CH:21][C:20]=2[Cl:26])[CH:7]=[CH:8][C:9]=1[O:15][CH3:16])[CH:13]=[CH2:14]. (5) Given the reactants [CH3:1][S:2][C:3]1[CH:4]=[CH:5][C:6]([N:12]2[CH2:17][CH2:16][O:15][CH2:14][CH2:13]2)=[C:7]([CH:11]=1)[C:8]([OH:10])=O.[F:18][C:19]1[CH:20]=[C:21]([C:31](=[O:33])[CH3:32])[CH:22]=[CH:23][C:24]=1[N:25]1[CH2:30][CH2:29][NH:28][CH2:27][CH2:26]1, predict the reaction product. The product is: [F:18][C:19]1[CH:20]=[C:21]([C:31](=[O:33])[CH3:32])[CH:22]=[CH:23][C:24]=1[N:25]1[CH2:30][CH2:29][N:28]([C:8](=[O:10])[C:7]2[CH:11]=[C:3]([S:2][CH3:1])[CH:4]=[CH:5][C:6]=2[N:12]2[CH2:17][CH2:16][O:15][CH2:14][CH2:13]2)[CH2:27][CH2:26]1.